This data is from NCI-60 drug combinations with 297,098 pairs across 59 cell lines. The task is: Regression. Given two drug SMILES strings and cell line genomic features, predict the synergy score measuring deviation from expected non-interaction effect. (1) Drug 1: C1CN1P(=S)(N2CC2)N3CC3. Drug 2: C1CNP(=O)(OC1)N(CCCl)CCCl. Cell line: SF-295. Synergy scores: CSS=3.28, Synergy_ZIP=-6.07, Synergy_Bliss=-4.78, Synergy_Loewe=-17.2, Synergy_HSA=-4.39. (2) Drug 1: C1=CC(=CC=C1CCCC(=O)O)N(CCCl)CCCl. Drug 2: CCC1(C2=C(COC1=O)C(=O)N3CC4=CC5=C(C=CC(=C5CN(C)C)O)N=C4C3=C2)O.Cl. Cell line: MOLT-4. Synergy scores: CSS=77.7, Synergy_ZIP=-1.77, Synergy_Bliss=-4.59, Synergy_Loewe=-4.64, Synergy_HSA=-2.21. (3) Drug 2: CCCCCOC(=O)NC1=NC(=O)N(C=C1F)C2C(C(C(O2)C)O)O. Drug 1: CC1=C(C=C(C=C1)NC(=O)C2=CC=C(C=C2)CN3CCN(CC3)C)NC4=NC=CC(=N4)C5=CN=CC=C5. Cell line: KM12. Synergy scores: CSS=-10.4, Synergy_ZIP=8.05, Synergy_Bliss=4.24, Synergy_Loewe=-4.62, Synergy_HSA=-6.39. (4) Synergy scores: CSS=39.5, Synergy_ZIP=3.77, Synergy_Bliss=6.07, Synergy_Loewe=8.59, Synergy_HSA=10.6. Drug 2: C1CCC(C(C1)N)N.C(=O)(C(=O)[O-])[O-].[Pt+4]. Drug 1: CC1OCC2C(O1)C(C(C(O2)OC3C4COC(=O)C4C(C5=CC6=C(C=C35)OCO6)C7=CC(=C(C(=C7)OC)O)OC)O)O. Cell line: IGROV1. (5) Drug 1: CC1CCC2CC(C(=CC=CC=CC(CC(C(=O)C(C(C(=CC(C(=O)CC(OC(=O)C3CCCCN3C(=O)C(=O)C1(O2)O)C(C)CC4CCC(C(C4)OC)OCCO)C)C)O)OC)C)C)C)OC. Drug 2: C1CN1C2=NC(=NC(=N2)N3CC3)N4CC4. Cell line: SF-268. Synergy scores: CSS=28.4, Synergy_ZIP=-5.76, Synergy_Bliss=0.169, Synergy_Loewe=-0.646, Synergy_HSA=2.58.